From a dataset of Peptide-MHC class I binding affinity with 185,985 pairs from IEDB/IMGT. Regression. Given a peptide amino acid sequence and an MHC pseudo amino acid sequence, predict their binding affinity value. This is MHC class I binding data. (1) The peptide sequence is TLDDLAIKQY. The MHC is HLA-A31:01 with pseudo-sequence HLA-A31:01. The binding affinity (normalized) is 0. (2) The peptide sequence is SRTLLAGI. The MHC is Mamu-B03 with pseudo-sequence Mamu-B03. The binding affinity (normalized) is 0.294. (3) The binding affinity (normalized) is 0.699. The MHC is HLA-B27:05 with pseudo-sequence HLA-B27:05. The peptide sequence is RQWAQDLTL.